Dataset: Catalyst prediction with 721,799 reactions and 888 catalyst types from USPTO. Task: Predict which catalyst facilitates the given reaction. (1) Reactant: [C:1]([O:5][C:6](=[O:19])[NH:7][CH2:8][C:9]([N:11]1[CH2:15][CH2:14][CH2:13][CH:12]1[C:16](=O)[NH2:17])=[O:10])([CH3:4])([CH3:3])[CH3:2].N1C=CN=C1.P(Cl)(Cl)(Cl)=O. Product: [C:1]([O:5][C:6](=[O:19])[NH:7][CH2:8][C:9]([N:11]1[CH2:15][CH2:14][CH2:13][CH:12]1[C:16]#[N:17])=[O:10])([CH3:4])([CH3:2])[CH3:3]. The catalyst class is: 17. (2) Reactant: [OH:1][C:2]1[CH:3]=[C:4]([CH:7]=[C:8]([N+:11]([O-:13])=[O:12])[C:9]=1[OH:10])[CH:5]=O.C([C:16](CC)([C:20]#[N:21])[C:17]([NH2:19])=[O:18])C.N1CCC[CH2:26][CH2:25]1.[C:30](O)(=O)[CH3:31]. The catalyst class is: 11. Product: [CH3:25][CH2:26][N:19]([C:17](/[C:16](/[C:20]#[N:21])=[CH:5]/[C:4]1[CH:3]=[C:2]([OH:1])[C:9]([OH:10])=[C:8]([N+:11]([O-:13])=[O:12])[CH:7]=1)=[O:18])[CH2:30][CH3:31]. (3) Reactant: C([N:8]1[CH2:12][C@@H:11]([C:13]2[CH:18]=[C:17]([F:19])[C:16]([F:20])=[CH:15][C:14]=2[F:21])[C@H:10]([NH:22][C:23](=[O:35])[C:24]2[CH:29]=[CH:28][CH:27]=[C:26]([C:30]([F:33])([F:32])[F:31])[C:25]=2[Cl:34])[CH2:9]1)C1C=CC=CC=1.C(Cl)(=O)OC(Cl)C. Product: [Cl:34][C:25]1[C:26]([C:30]([F:31])([F:32])[F:33])=[CH:27][CH:28]=[CH:29][C:24]=1[C:23]([NH:22][C@H:10]1[C@H:11]([C:13]2[CH:18]=[C:17]([F:19])[C:16]([F:20])=[CH:15][C:14]=2[F:21])[CH2:12][NH:8][CH2:9]1)=[O:35]. The catalyst class is: 68. (4) Reactant: [Br:1][C:2]1[CH:3]=[C:4]([CH:7]=[C:8]([Br:10])[CH:9]=1)[CH2:5][OH:6].[H-].[Na+].[CH2:13](I)[CH3:14]. The catalyst class is: 7. Product: [Br:1][C:2]1[CH:3]=[C:4]([CH2:5][O:6][CH2:13][CH3:14])[CH:7]=[C:8]([Br:10])[CH:9]=1. (5) Reactant: [NH2:1][CH2:2][CH2:3][C@H:4]([N:6]1[CH2:11][CH2:10][CH:9]([N:12]([C:21]2[CH:26]=[CH:25][C:24]([O:27][CH3:28])=[CH:23][CH:22]=2)[CH2:13][C:14]2[CH:15]=[N:16][CH:17]=[CH:18][C:19]=2[CH3:20])[CH2:8][CH2:7]1)[CH3:5].CCN=C=NCCCN(C)C.C1C=CC2N(O)N=NC=2C=1.[C:50]([C:52]1[CH:60]=[C:59]([CH3:61])[C:55]([C:56](O)=[O:57])=[C:54]([CH3:62])[CH:53]=1)#[N:51].CCN(C(C)C)C(C)C. Product: [C:50]([C:52]1[CH:60]=[C:59]([CH3:61])[C:55]([C:56]([NH:1][CH2:2][CH2:3][C@H:4]([N:6]2[CH2:7][CH2:8][CH:9]([N:12]([C:21]3[CH:26]=[CH:25][C:24]([O:27][CH3:28])=[CH:23][CH:22]=3)[CH2:13][C:14]3[CH:15]=[N:16][CH:17]=[CH:18][C:19]=3[CH3:20])[CH2:10][CH2:11]2)[CH3:5])=[O:57])=[C:54]([CH3:62])[CH:53]=1)#[N:51]. The catalyst class is: 3. (6) Reactant: [NH2:1][CH2:2][CH2:3][CH2:4][CH2:5][CH2:6][C:7](=[O:29])[CH2:8][S:9][C:10]([C:23]1[CH:28]=[CH:27][CH:26]=[CH:25][CH:24]=1)([C:17]1[CH:22]=[CH:21][CH:20]=[CH:19][CH:18]=1)[C:11]1[CH:16]=[CH:15][CH:14]=[CH:13][CH:12]=1.[C:30]1([N:36]=[C:37]=[O:38])[CH:35]=[CH:34][CH:33]=[CH:32][CH:31]=1. Product: [O:29]=[C:7]([CH2:8][S:9][C:10]([C:11]1[CH:12]=[CH:13][CH:14]=[CH:15][CH:16]=1)([C:17]1[CH:18]=[CH:19][CH:20]=[CH:21][CH:22]=1)[C:23]1[CH:28]=[CH:27][CH:26]=[CH:25][CH:24]=1)[CH2:6][CH2:5][CH2:4][CH2:3][CH2:2][NH:1][C:37]([NH:36][C:30]1[CH:35]=[CH:34][CH:33]=[CH:32][CH:31]=1)=[O:38]. The catalyst class is: 4. (7) Reactant: [NH2:1][CH2:2]/[CH:3]=[CH:4]/[C:5]([O:7][CH3:8])=[O:6].CCN(C(C)C)C(C)C.O1CCOCC1.[CH3:24][C:25]([O:28][C:29](O[C:29]([O:28][C:25]([CH3:27])([CH3:26])[CH3:24])=[O:30])=[O:30])([CH3:27])[CH3:26]. Product: [C:25]([O:28][C:29]([NH:1][CH2:2]/[CH:3]=[CH:4]/[C:5]([O:7][CH3:8])=[O:6])=[O:30])([CH3:27])([CH3:26])[CH3:24]. The catalyst class is: 6. (8) Reactant: [CH3:1][O:2][C:3]1[N:8]=[CH:7][C:6]([C:9]2[S:13][C:12]([S:14](Cl)(=[O:16])=[O:15])=[CH:11][C:10]=2[CH3:18])=[CH:5][CH:4]=1.[OH-].[NH4+:20]. Product: [CH3:1][O:2][C:3]1[N:8]=[CH:7][C:6]([C:9]2[S:13][C:12]([S:14]([NH2:20])(=[O:16])=[O:15])=[CH:11][C:10]=2[CH3:18])=[CH:5][CH:4]=1. The catalyst class is: 21. (9) Reactant: [CH3:1][C:2]1[N:6]=[C:5]([CH3:7])[N:4]([C:8]2[C:9]([CH3:25])=[N:10][N:11]3[C:15]([C:16]4[CH:21]=[CH:20][C:19]([OH:22])=[CH:18][C:17]=4[CH3:23])=[C:14]([CH3:24])[O:13][C:12]=23)[N:3]=1.C(=O)([O-])[O-].[K+].[K+].Cl[C:33]([F:39])([F:38])C(OC)=O. Product: [F:38][CH:33]([F:39])[O:22][C:19]1[CH:20]=[CH:21][C:16]([C:15]2[N:11]3[N:10]=[C:9]([CH3:25])[C:8]([N:4]4[C:5]([CH3:7])=[N:6][C:2]([CH3:1])=[N:3]4)=[C:12]3[O:13][C:14]=2[CH3:24])=[C:17]([CH3:23])[CH:18]=1. The catalyst class is: 3.